From a dataset of Reaction yield outcomes from USPTO patents with 853,638 reactions. Predict the reaction yield, written as a fraction of the theoretical maximum amount of product (1.0 means a 100% yield; for example, 0.34 means a 34% yield). The reactants are [C:1]([NH2:10])(=[O:9])[C:2]1[C:3](=[CH:5][CH:6]=[CH:7][CH:8]=1)[OH:4].[C:11]1(C)[CH:16]=CC(S([O-])(=O)=O)=C[CH:12]=1.[NH+]1C=CC=CC=1.ClCCl.CO. The catalyst is COC(OC)(C)C. The product is [CH3:12][C:11]1([CH3:16])[NH:10][C:1](=[O:9])[C:2]2[CH:8]=[CH:7][CH:6]=[CH:5][C:3]=2[O:4]1. The yield is 0.934.